Dataset: Catalyst prediction with 721,799 reactions and 888 catalyst types from USPTO. Task: Predict which catalyst facilitates the given reaction. (1) Reactant: [F:1][C:2]1[CH:10]=[C:9]([CH3:11])[CH:8]=[CH:7][C:3]=1[C:4]([OH:6])=O.ON1C2C=CC=CC=2N=N1.Cl.CN(C)CCCN=C=NCC.C(N(CC)CC)C.[CH:41]1([NH:44][C@H:45]2[CH2:50][CH2:49][C@H:48]([CH2:51][C:52]([O:54][CH3:55])=[O:53])[CH2:47][CH2:46]2)[CH2:43][CH2:42]1. Product: [CH:41]1([N:44]([C@H:45]2[CH2:50][CH2:49][C@H:48]([CH2:51][C:52]([O:54][CH3:55])=[O:53])[CH2:47][CH2:46]2)[C:4](=[O:6])[C:3]2[CH:7]=[CH:8][C:9]([CH3:11])=[CH:10][C:2]=2[F:1])[CH2:42][CH2:43]1. The catalyst class is: 2. (2) The catalyst class is: 7. Product: [C:24]([C:21]1[CH:22]=[CH:23][C:18]([O:17][CH2:16][CH2:15][CH2:14][CH2:13][O:12][C:9]2[CH:10]=[CH:11][C:6]([C:5]([OH:31])=[O:4])=[CH:7][CH:8]=2)=[C:19]([CH2:28][CH2:29][CH3:30])[C:20]=1[OH:27])(=[O:26])[CH3:25]. Reactant: [OH-].[Li+].C[O:4][C:5](=[O:31])[C:6]1[CH:11]=[CH:10][C:9]([O:12][CH2:13][CH2:14][CH2:15][CH2:16][O:17][C:18]2[CH:23]=[CH:22][C:21]([C:24](=[O:26])[CH3:25])=[C:20]([OH:27])[C:19]=2[CH2:28][CH2:29][CH3:30])=[CH:8][CH:7]=1.Cl. (3) Reactant: [CH2:1]([N:8]1[C:17](=[O:18])[C:16]2[C:11](=[CH:12][C:13]([Cl:19])=[CH:14][CH:15]=2)[N:10]=[C:9]1[CH:20]([N:24]1[CH:28]=[C:27]([CH2:29][CH2:30][N:31]2C(=O)C3C(=CC=CC=3)C2=O)[N:26]=[C:25]1[C:42]1[CH:47]=[CH:46][C:45]([CH3:48])=[CH:44][CH:43]=1)[CH:21]([CH3:23])[CH3:22])[C:2]1[CH:7]=[CH:6][CH:5]=[CH:4][CH:3]=1.NN. Product: [NH2:31][CH2:30][CH2:29][C:27]1[N:26]=[C:25]([C:42]2[CH:47]=[CH:46][C:45]([CH3:48])=[CH:44][CH:43]=2)[N:24]([CH:20]([C:9]2[N:8]([CH2:1][C:2]3[CH:7]=[CH:6][CH:5]=[CH:4][CH:3]=3)[C:17](=[O:18])[C:16]3[C:11](=[CH:12][C:13]([Cl:19])=[CH:14][CH:15]=3)[N:10]=2)[CH:21]([CH3:23])[CH3:22])[CH:28]=1. The catalyst class is: 14. (4) Reactant: Cl.[CH3:2][C:3]1[S:4][CH:5]=[C:6]([C:8]2[C:9](=[O:15])[NH:10][C:11](=[O:14])[NH:12][CH:13]=2)[N:7]=1.C([O-])([O-])=O.[K+].[K+].Br[CH2:23][CH2:24][CH:25]([O:28][CH3:29])[O:26][CH3:27].Cl. Product: [CH3:27][O:26][CH:25]([O:28][CH3:29])[CH2:24][CH2:23][N:12]1[CH:13]=[C:8]([C:6]2[N:7]=[C:3]([CH3:2])[S:4][CH:5]=2)[C:9](=[O:15])[NH:10][C:11]1=[O:14]. The catalyst class is: 35. (5) Reactant: [Cl:1][C:2]1[C:3]([NH:12][S:13]([CH2:16][CH2:17][CH3:18])(=[O:15])=[O:14])=[N:4][C:5]2[C:10]([N:11]=1)=[CH:9][CH:8]=[CH:7][CH:6]=2.C(N(C(C)C)CC)(C)C.[CH3:28][Si:29]([CH3:36])([CH3:35])[CH2:30][CH2:31][O:32][CH2:33]Cl.O. Product: [Cl:1][C:2]1[C:3]([N:12]([CH2:33][O:32][CH2:31][CH2:30][Si:29]([CH3:36])([CH3:35])[CH3:28])[S:13]([CH2:16][CH2:17][CH3:18])(=[O:15])=[O:14])=[N:4][C:5]2[C:10]([N:11]=1)=[CH:9][CH:8]=[CH:7][CH:6]=2. The catalyst class is: 4. (6) Reactant: [CH3:1][O:2][C:3](=[O:14])[C:4]1[CH:9]=[CH:8][C:7]([CH2:10]Br)=[C:6]([O:12][CH3:13])[CH:5]=1.[N-:15]=[N+:16]=[N-:17].[Na+]. Product: [CH3:1][O:2][C:3](=[O:14])[C:4]1[CH:9]=[CH:8][C:7]([CH2:10][N:15]=[N+:16]=[N-:17])=[C:6]([O:12][CH3:13])[CH:5]=1. The catalyst class is: 3. (7) Reactant: [CH2:1]([O:8][C:9]([N:11]1[CH2:25][CH2:24][C:15]2=[C:16](O)[N:17]3[C:21]([N:22]=[C:14]2[CH2:13][CH2:12]1)=[CH:20][CH:19]=[N:18]3)=[O:10])[C:2]1[CH:7]=[CH:6][CH:5]=[CH:4][CH:3]=1.P(Cl)(Cl)([Cl:28])=O.CCN(C(C)C)C(C)C. Product: [CH2:1]([O:8][C:9]([N:11]1[CH2:25][CH2:24][C:15]2=[C:16]([Cl:28])[N:17]3[C:21]([N:22]=[C:14]2[CH2:13][CH2:12]1)=[CH:20][CH:19]=[N:18]3)=[O:10])[C:2]1[CH:7]=[CH:6][CH:5]=[CH:4][CH:3]=1. The catalyst class is: 11. (8) Reactant: Br.[Cl:2][C:3]1[CH:36]=[CH:35][C:6]([CH2:7][CH:8]2[N:13]3C(=O)C(N)[CH2:16][N:17]([S:18]([C:21]4[CH:26]=[CH:25][C:24]([Cl:27])=[CH:23][C:22]=4[Cl:28])(=[O:20])=[O:19])[CH:12]3[CH2:11][N:10]([CH:31]([CH3:33])[CH3:32])[C:9]2=[O:34])=[CH:5][CH:4]=1.[C:37]([OH:40])(=O)[CH3:38].[CH2:41]=O.[C:43]([BH3-])#[N:44].[Na+]. Product: [Cl:2][C:3]1[CH:4]=[CH:5][C:6]([CH2:7][CH:8]2[N:13]3[C:37](=[O:40])[CH:38]([N:44]([CH3:43])[CH3:41])[CH2:16][N:17]([S:18]([C:21]4[CH:26]=[CH:25][C:24]([Cl:27])=[CH:23][C:22]=4[Cl:28])(=[O:20])=[O:19])[CH:12]3[CH2:11][N:10]([CH:31]([CH3:32])[CH3:33])[C:9]2=[O:34])=[CH:35][CH:36]=1. The catalyst class is: 92. (9) Reactant: [C:1]1([NH:7][C:8]2[C:13]([NH2:14])=[CH:12][CH:11]=[CH:10][C:9]=2[C:15]2[CH:20]=[CH:19][CH:18]=[CH:17][CH:16]=2)[CH:6]=[CH:5][CH:4]=[CH:3][CH:2]=1.[CH:21](=O)[C:22]1[CH:27]=[CH:26][CH:25]=[CH:24][CH:23]=1.S(=O)(O)[O-].[Na+].[Li+].[Cl-]. Product: [C:1]1([N:7]2[C:8]3[C:9]([C:15]4[CH:20]=[CH:19][CH:18]=[CH:17][CH:16]=4)=[CH:10][CH:11]=[CH:12][C:13]=3[N:14]=[C:21]2[C:22]2[CH:27]=[CH:26][CH:25]=[CH:24][CH:23]=2)[CH:6]=[CH:5][CH:4]=[CH:3][CH:2]=1. The catalyst class is: 3.